From a dataset of NCI-60 drug combinations with 297,098 pairs across 59 cell lines. Regression. Given two drug SMILES strings and cell line genomic features, predict the synergy score measuring deviation from expected non-interaction effect. (1) Cell line: LOX IMVI. Synergy scores: CSS=3.34, Synergy_ZIP=-2.18, Synergy_Bliss=-1.51, Synergy_Loewe=0.150, Synergy_HSA=0.0999. Drug 2: CC1CCCC2(C(O2)CC(NC(=O)CC(C(C(=O)C(C1O)C)(C)C)O)C(=CC3=CSC(=N3)C)C)C. Drug 1: CN(C)C1=NC(=NC(=N1)N(C)C)N(C)C. (2) Drug 1: C1CCC(C1)C(CC#N)N2C=C(C=N2)C3=C4C=CNC4=NC=N3. Drug 2: CC12CCC(CC1=CCC3C2CCC4(C3CC=C4C5=CN=CC=C5)C)O. Cell line: HT29. Synergy scores: CSS=-2.89, Synergy_ZIP=4.82, Synergy_Bliss=-3.22, Synergy_Loewe=-12.3, Synergy_HSA=-8.15. (3) Drug 1: C1CN1P(=S)(N2CC2)N3CC3. Drug 2: C(CCl)NC(=O)N(CCCl)N=O. Cell line: MDA-MB-231. Synergy scores: CSS=18.7, Synergy_ZIP=-2.90, Synergy_Bliss=-0.497, Synergy_Loewe=1.95, Synergy_HSA=3.21. (4) Drug 1: CC1=C(C=C(C=C1)NC2=NC=CC(=N2)N(C)C3=CC4=NN(C(=C4C=C3)C)C)S(=O)(=O)N.Cl. Drug 2: CN1C(=O)N2C=NC(=C2N=N1)C(=O)N. Cell line: SK-MEL-5. Synergy scores: CSS=-10.5, Synergy_ZIP=3.76, Synergy_Bliss=-0.519, Synergy_Loewe=-9.18, Synergy_HSA=-8.21. (5) Drug 1: C(CC(=O)O)C(=O)CN.Cl. Drug 2: C(CN)CNCCSP(=O)(O)O. Cell line: IGROV1. Synergy scores: CSS=4.24, Synergy_ZIP=-3.46, Synergy_Bliss=-0.809, Synergy_Loewe=-8.17, Synergy_HSA=-2.86. (6) Drug 1: CC1=C2C(C(=O)C3(C(CC4C(C3C(C(C2(C)C)(CC1OC(=O)C(C(C5=CC=CC=C5)NC(=O)OC(C)(C)C)O)O)OC(=O)C6=CC=CC=C6)(CO4)OC(=O)C)OC)C)OC. Synergy scores: CSS=48.1, Synergy_ZIP=5.48, Synergy_Bliss=7.23, Synergy_Loewe=-22.0, Synergy_HSA=8.32. Drug 2: C(=O)(N)NO. Cell line: SNB-19.